Dataset: NCI-60 drug combinations with 297,098 pairs across 59 cell lines. Task: Regression. Given two drug SMILES strings and cell line genomic features, predict the synergy score measuring deviation from expected non-interaction effect. (1) Drug 1: C1=NNC2=C1C(=O)NC=N2. Drug 2: COCCOC1=C(C=C2C(=C1)C(=NC=N2)NC3=CC=CC(=C3)C#C)OCCOC.Cl. Cell line: HL-60(TB). Synergy scores: CSS=1.44, Synergy_ZIP=-0.243, Synergy_Bliss=-1.87, Synergy_Loewe=-1.93, Synergy_HSA=-3.04. (2) Drug 1: CCCCC(=O)OCC(=O)C1(CC(C2=C(C1)C(=C3C(=C2O)C(=O)C4=C(C3=O)C=CC=C4OC)O)OC5CC(C(C(O5)C)O)NC(=O)C(F)(F)F)O. Drug 2: CC(C)CN1C=NC2=C1C3=CC=CC=C3N=C2N. Cell line: NCIH23. Synergy scores: CSS=37.3, Synergy_ZIP=-2.17, Synergy_Bliss=-5.86, Synergy_Loewe=-7.01, Synergy_HSA=-6.66. (3) Drug 2: C1=NC2=C(N1)C(=S)N=CN2. Cell line: NCI-H522. Synergy scores: CSS=35.0, Synergy_ZIP=-16.3, Synergy_Bliss=-23.0, Synergy_Loewe=-27.5, Synergy_HSA=-18.9. Drug 1: CC1=C2C(C(=O)C3(C(CC4C(C3C(C(C2(C)C)(CC1OC(=O)C(C(C5=CC=CC=C5)NC(=O)OC(C)(C)C)O)O)OC(=O)C6=CC=CC=C6)(CO4)OC(=O)C)OC)C)OC. (4) Drug 1: C1CC(C1)(C(=O)O)C(=O)O.[NH2-].[NH2-].[Pt+2]. Drug 2: CC1CCC2CC(C(=CC=CC=CC(CC(C(=O)C(C(C(=CC(C(=O)CC(OC(=O)C3CCCCN3C(=O)C(=O)C1(O2)O)C(C)CC4CCC(C(C4)OC)O)C)C)O)OC)C)C)C)OC. Cell line: MALME-3M. Synergy scores: CSS=-3.23, Synergy_ZIP=0.545, Synergy_Bliss=0.265, Synergy_Loewe=-9.53, Synergy_HSA=-8.12. (5) Drug 1: CCC1=CC2CC(C3=C(CN(C2)C1)C4=CC=CC=C4N3)(C5=C(C=C6C(=C5)C78CCN9C7C(C=CC9)(C(C(C8N6C)(C(=O)OC)O)OC(=O)C)CC)OC)C(=O)OC.C(C(C(=O)O)O)(C(=O)O)O. Drug 2: C1=CC=C(C=C1)NC(=O)CCCCCCC(=O)NO. Cell line: MCF7. Synergy scores: CSS=42.4, Synergy_ZIP=-0.935, Synergy_Bliss=3.58, Synergy_Loewe=-3.35, Synergy_HSA=6.26. (6) Drug 1: CN(CC1=CN=C2C(=N1)C(=NC(=N2)N)N)C3=CC=C(C=C3)C(=O)NC(CCC(=O)O)C(=O)O. Drug 2: COC1=NC(=NC2=C1N=CN2C3C(C(C(O3)CO)O)O)N. Cell line: SK-MEL-5. Synergy scores: CSS=0.526, Synergy_ZIP=1.09, Synergy_Bliss=2.21, Synergy_Loewe=0.503, Synergy_HSA=-0.134.